From a dataset of Forward reaction prediction with 1.9M reactions from USPTO patents (1976-2016). Predict the product of the given reaction. (1) Given the reactants [CH2:1]([O:8][CH2:9][C:10]1[N:15]=[C:14]([OH:16])[C:13]([C:17]([O:19]CC)=[O:18])=[CH:12][N:11]=1)[C:2]1[CH:7]=[CH:6][CH:5]=[CH:4][CH:3]=1, predict the reaction product. The product is: [CH2:1]([O:8][CH2:9][C:10]1[N:15]=[C:14]([OH:16])[C:13]([C:17]([OH:19])=[O:18])=[CH:12][N:11]=1)[C:2]1[CH:7]=[CH:6][CH:5]=[CH:4][CH:3]=1. (2) Given the reactants [CH3:1][C:2]1[CH:7]=[CH:6][C:5]([C:8]2[C:17]([C:18]3[CH:23]=[CH:22][C:21]([CH3:24])=[CH:20][CH:19]=3)=[N:16][C:15]3[C:10](=[CH:11][CH:12]=[CH:13][C:14]=3[NH:25][C:26]3[CH:31]=[CH:30][C:29]([N+:32]([O-])=O)=[CH:28][CH:27]=3)[N:9]=2)=[CH:4][CH:3]=1, predict the reaction product. The product is: [CH3:1][C:2]1[CH:3]=[CH:4][C:5]([C:8]2[C:17]([C:18]3[CH:23]=[CH:22][C:21]([CH3:24])=[CH:20][CH:19]=3)=[N:16][C:15]3[C:10](=[CH:11][CH:12]=[CH:13][C:14]=3[NH:25][C:26]3[CH:27]=[CH:28][C:29]([NH2:32])=[CH:30][CH:31]=3)[N:9]=2)=[CH:6][CH:7]=1. (3) Given the reactants [Cl:1][C:2]1[CH:7]=[C:6]([I:8])[CH:5]=[CH:4][C:3]=1[NH:9][C:10]1[CH:27]=[N:26][CH:25]=[CH:24][C:11]=1[C:12]([NH:14][O:15][CH2:16][C@H:17]1[CH2:21][O:20]C(C)(C)[O:18]1)=[O:13], predict the reaction product. The product is: [Cl:1][C:2]1[CH:7]=[C:6]([I:8])[CH:5]=[CH:4][C:3]=1[NH:9][C:10]1[CH:27]=[N:26][CH:25]=[CH:24][C:11]=1[C:12]([NH:14][O:15][CH2:16][C@H:17]([OH:18])[CH2:21][OH:20])=[O:13]. (4) Given the reactants [CH3:1][C:2]([CH3:14])=[CH:3][CH2:4][O:5][C:6]1[CH:7]=[C:8]([CH:11]=[CH:12][CH:13]=1)[C:9]#[N:10].[H-].[Al+3].[Li+].[H-].[H-].[H-].O.[OH-].[Na+], predict the reaction product. The product is: [CH3:1][C:2]([CH3:14])=[CH:3][CH2:4][O:5][C:6]1[CH:7]=[C:8]([CH:11]=[CH:12][CH:13]=1)[CH2:9][NH2:10].